This data is from Peptide-MHC class II binding affinity with 134,281 pairs from IEDB. The task is: Regression. Given a peptide amino acid sequence and an MHC pseudo amino acid sequence, predict their binding affinity value. This is MHC class II binding data. (1) The peptide sequence is SVEESEMFMPRSIGG. The MHC is DRB3_0301 with pseudo-sequence DRB3_0301. The binding affinity (normalized) is 0. (2) The peptide sequence is TWGKAKIVTAETQNS. The MHC is DRB1_1302 with pseudo-sequence DRB1_1302. The binding affinity (normalized) is 0.342. (3) The peptide sequence is AFALDGDNLFPKV. The MHC is HLA-DQA10501-DQB10201 with pseudo-sequence HLA-DQA10501-DQB10201. The binding affinity (normalized) is 0.769. (4) The peptide sequence is TCVLGKLSQELHKLQ. The binding affinity (normalized) is 0.297. The MHC is DRB1_1501 with pseudo-sequence DRB1_1501. (5) The peptide sequence is EKKYFAATQFEPLAF. The MHC is DRB1_0101 with pseudo-sequence DRB1_0101. The binding affinity (normalized) is 0.637. (6) The peptide sequence is RQSGATIADVLAEKE. The MHC is DRB1_0405 with pseudo-sequence DRB1_0405. The binding affinity (normalized) is 0.400. (7) The MHC is HLA-DQA10201-DQB10301 with pseudo-sequence HLA-DQA10201-DQB10301. The binding affinity (normalized) is 0.295. The peptide sequence is EGSSIGKLFTQTMKG.